Task: Regression. Given two drug SMILES strings and cell line genomic features, predict the synergy score measuring deviation from expected non-interaction effect.. Dataset: NCI-60 drug combinations with 297,098 pairs across 59 cell lines (1) Drug 1: C1=CC(=C2C(=C1NCCNCCO)C(=O)C3=C(C=CC(=C3C2=O)O)O)NCCNCCO. Drug 2: C1CCC(C(C1)N)N.C(=O)(C(=O)[O-])[O-].[Pt+4]. Cell line: HCC-2998. Synergy scores: CSS=34.6, Synergy_ZIP=-5.26, Synergy_Bliss=-3.02, Synergy_Loewe=-1.28, Synergy_HSA=0.817. (2) Drug 1: C1=CC(=CC=C1CC(C(=O)O)N)N(CCCl)CCCl.Cl. Drug 2: C1=NC2=C(N1)C(=S)N=C(N2)N. Cell line: HL-60(TB). Synergy scores: CSS=80.5, Synergy_ZIP=-2.26, Synergy_Bliss=-4.91, Synergy_Loewe=-9.63, Synergy_HSA=-3.41. (3) Drug 1: C1=CC=C(C=C1)NC(=O)CCCCCCC(=O)NO. Drug 2: CN1C(=O)N2C=NC(=C2N=N1)C(=O)N. Cell line: UACC62. Synergy scores: CSS=56.2, Synergy_ZIP=8.76, Synergy_Bliss=9.81, Synergy_Loewe=-5.60, Synergy_HSA=11.0.